Dataset: Full USPTO retrosynthesis dataset with 1.9M reactions from patents (1976-2016). Task: Predict the reactants needed to synthesize the given product. (1) Given the product [C:1]1([C:22]2[CH:27]=[CH:26][CH:25]=[CH:24][CH:23]=2)[CH:2]=[CH:3][C:4]([O:7][CH2:8][C:9]([NH:11][C:12]2[C:16]([CH3:17])=[CH:15][S:14][C:13]=2[C:18]([OH:20])=[O:19])=[O:10])=[CH:5][CH:6]=1, predict the reactants needed to synthesize it. The reactants are: [C:1]1([C:22]2[CH:27]=[CH:26][CH:25]=[CH:24][CH:23]=2)[CH:6]=[CH:5][C:4]([O:7][CH2:8][C:9]([NH:11][C:12]2[C:16]([CH3:17])=[CH:15][S:14][C:13]=2[C:18]([O:20]C)=[O:19])=[O:10])=[CH:3][CH:2]=1. (2) Given the product [C:1]([CH2:3][CH2:4][N:5]([C:12]1[CH:17]=[C:16]([CH3:18])[N:15]=[C:14]([N:19]2[CH:23]=[CH:22][N:21]=[CH:20]2)[N:13]=1)[CH2:6][C:7]([OH:9])=[O:8])#[N:2], predict the reactants needed to synthesize it. The reactants are: [C:1]([CH2:3][CH2:4][N:5]([C:12]1[CH:17]=[C:16]([CH3:18])[N:15]=[C:14]([N:19]2[CH:23]=[CH:22][N:21]=[CH:20]2)[N:13]=1)[CH2:6][C:7]([O:9]CC)=[O:8])#[N:2].[Li+].[OH-].O.Cl. (3) Given the product [Cl:8][C:9]1[CH:10]=[C:11]([CH:15]=[CH:16][CH:17]=1)[C:12]([O:1][N:2]=[C:3]([NH2:7])[CH:4]([OH:6])[CH3:5])=[O:13], predict the reactants needed to synthesize it. The reactants are: [OH:1][N:2]=[C:3]([NH2:7])[CH:4]([OH:6])[CH3:5].[Cl:8][C:9]1[CH:10]=[C:11]([CH:15]=[CH:16][CH:17]=1)[C:12](Cl)=[O:13].CCOCC. (4) Given the product [F:16][C:2]([F:1])([C:8]1[CH:13]=[CH:12][N:11]=[CH:10][N:9]=1)[C:3]([O:5][CH2:6][CH3:7])=[O:4], predict the reactants needed to synthesize it. The reactants are: [F:1][C:2]([F:16])([C:8]1[CH:13]=[CH:12][N:11]=[C:10](SC)[N:9]=1)[C:3]([O:5][CH2:6][CH3:7])=[O:4].C[SiH](C)C. (5) Given the product [Cl:1][C:2]1[CH:7]=[CH:6][C:5]([NH:8][C:9]([NH:10][C:11]2[CH:12]=[C:13]([C:26]3[CH:27]=[CH:22][CH:23]=[C:24]([N:28]4[CH2:29][CH2:30][CH2:31][CH2:32]4)[CH:25]=3)[CH:14]=[CH:15][CH:16]=2)=[O:20])=[CH:4][CH:3]=1, predict the reactants needed to synthesize it. The reactants are: [Cl:1][C:2]1[CH:7]=[CH:6][C:5]([NH:8][C:9](=[O:20])[NH:10][C:11]2[CH:12]=[C:13](B(O)O)[CH:14]=[CH:15][CH:16]=2)=[CH:4][CH:3]=1.Br[C:22]1[CH:23]=[C:24]([N:28]2[CH2:32][CH2:31][CH2:30][CH2:29]2)[CH:25]=[CH:26][CH:27]=1.C(=O)(O)[O-].[Na+]. (6) Given the product [C:4]([C:6]1[CH:7]=[CH:8][C:9]([N:12]2[CH:17]=[CH:16][C:15]([C:18]([OH:20])=[O:19])=[CH:14][C:13]2=[O:21])=[CH:10][CH:11]=1)([OH:5])=[O:3], predict the reactants needed to synthesize it. The reactants are: C([O:3][C:4]([C:6]1[CH:11]=[CH:10][C:9]([N:12]2[CH:17]=[CH:16][C:15]([C:18]([OH:20])=[O:19])=[CH:14][C:13]2=[O:21])=[CH:8][CH:7]=1)=[O:5])C.[OH-].[Na+].Cl.